This data is from Forward reaction prediction with 1.9M reactions from USPTO patents (1976-2016). The task is: Predict the product of the given reaction. (1) Given the reactants [CH3:1][N:2]1[C@H:14]2[C@H:5]([CH2:6][CH2:7][C:8]3[CH:9]=[CH:10][N:11]=[CH:12][C:13]=32)[CH2:4][CH2:3]1.[I:15][CH2:16][CH2:17][CH2:18][CH2:19][CH2:20][CH2:21][CH2:22][CH2:23][CH3:24], predict the reaction product. The product is: [I-:15].[CH3:1][N:2]1[C@H:14]2[C@H:5]([CH2:6][CH2:7][C:8]3[CH:9]=[CH:10][N+:11]([CH2:16][CH2:17][CH2:18][CH2:19][CH2:20][CH2:21][CH2:22][CH2:23][CH3:24])=[CH:12][C:13]=32)[CH2:4][CH2:3]1. (2) The product is: [CH3:50][N:2]([CH3:1])[CH2:3][C:4]([N:6]1[C:15]2[C:10](=[CH:11][C:12]([O:48][CH3:49])=[C:13]([NH:16][C:17]3[NH:22][C:21]4=[N:23][CH:24]=[CH:25][C:20]4=[C:19]([NH:36][C:37]4[CH:46]=[CH:45][CH:44]=[C:43]([F:47])[C:38]=4[C:39]([NH:41][CH3:42])=[O:40])[N:18]=3)[CH:14]=2)[CH2:9][CH2:8][CH2:7]1)=[O:5]. Given the reactants [CH3:1][N:2]([CH3:50])[CH2:3][C:4]([N:6]1[C:15]2[C:10](=[CH:11][C:12]([O:48][CH3:49])=[C:13]([NH:16][C:17]3[N:18]=[C:19]([NH:36][C:37]4[CH:46]=[CH:45][CH:44]=[C:43]([F:47])[C:38]=4[C:39]([NH:41][CH3:42])=[O:40])[C:20]4[CH:25]=[CH:24][N:23](S(C5C=CC(C)=CC=5)(=O)=O)[C:21]=4[N:22]=3)[CH:14]=2)[CH2:9][CH2:8][CH2:7]1)=[O:5].[OH-].[K+], predict the reaction product. (3) The product is: [CH3:1][O:2][C:3](=[O:11])[C:4]1[CH:9]=[CH:8][C:7]([CH2:17][CH2:18][CH2:19][CH2:20][CH2:21][CH3:22])=[CH:6][CH:5]=1. Given the reactants [CH3:1][O:2][C:3](=[O:11])[C:4]1[CH:9]=[CH:8][C:7](Cl)=[CH:6][CH:5]=1.C1COCC1.[CH2:17]([Mg]Br)[CH2:18][CH2:19][CH2:20][CH2:21][CH3:22], predict the reaction product.